From a dataset of Peptide-MHC class I binding affinity with 185,985 pairs from IEDB/IMGT. Regression. Given a peptide amino acid sequence and an MHC pseudo amino acid sequence, predict their binding affinity value. This is MHC class I binding data. (1) The peptide sequence is TVVQRCASNK. The MHC is HLA-A31:01 with pseudo-sequence HLA-A31:01. The binding affinity (normalized) is 0.500. (2) The MHC is HLA-B08:01 with pseudo-sequence HLA-B08:01. The binding affinity (normalized) is 0.0312. The peptide sequence is QQPYPQQQPY. (3) The peptide sequence is NSDLGTWQM. The MHC is Mamu-B8701 with pseudo-sequence Mamu-B8701. The binding affinity (normalized) is 0. (4) The peptide sequence is SFSLESDSIK. The binding affinity (normalized) is 0. The MHC is H-2-Db with pseudo-sequence H-2-Db. (5) The peptide sequence is SAYYLDIGF. The MHC is HLA-A80:01 with pseudo-sequence HLA-A80:01. The binding affinity (normalized) is 0.0847. (6) The peptide sequence is QIYPGIKVR. The MHC is HLA-A29:02 with pseudo-sequence HLA-A29:02. The binding affinity (normalized) is 0.0284.